Dataset: Catalyst prediction with 721,799 reactions and 888 catalyst types from USPTO. Task: Predict which catalyst facilitates the given reaction. (1) Reactant: [NH2:1][C:2]1[C:3]([OH:8])=[N:4][CH:5]=[CH:6][CH:7]=1.[CH2:9]([O:11][C:12]1[C:13](=O)[C:14](=[O:19])[C:15]=1[O:16]CC)[CH3:10]. Product: [CH2:9]([O:11][C:12]1[C:15](=[O:16])[C:14](=[O:19])[C:13]=1[NH:1][C:2]1[C:3]([OH:8])=[N:4][CH:5]=[CH:6][CH:7]=1)[CH3:10]. The catalyst class is: 8. (2) Reactant: [CH3:1][N:2]1[CH2:10][C:9]2[C:4](=[C:5]([N+:18]([O-:20])=[O:19])[CH:6]=[CH:7][C:8]=2[C:11]2[CH2:16][CH2:15][C:14](=[O:17])[CH2:13][CH:12]=2)[C:3]1=[O:21].[P:22]([O:29]CC)([O:26][CH2:27][CH3:28])[O:23][CH2:24][CH3:25].Cl.CCOCC. Product: [OH:17][C:14]1([P:22](=[O:29])([O:26][CH2:27][CH3:28])[O:23][CH2:24][CH3:25])[CH2:15][CH2:16][C:11]([C:8]2[CH:7]=[CH:6][C:5]([N+:18]([O-:20])=[O:19])=[C:4]3[C:9]=2[CH2:10][N:2]([CH3:1])[C:3]3=[O:21])=[CH:12][CH2:13]1. The catalyst class is: 2. (3) Reactant: Br[C:2]1[C:10]2[O:9][CH2:8][CH:7]([C:11]3[CH:16]=[CH:15][C:14]([CH:17]([CH3:19])[CH3:18])=[CH:13][CH:12]=3)[C:6]=2[C:5]([CH3:20])=[C:4]([NH:21][C:22](=[O:28])[CH2:23][C:24]([CH3:27])([CH3:26])[CH3:25])[C:3]=1[CH3:29].[CH3:30][O:31][C:32]1[CH:37]=[CH:36][C:35](B(O)O)=[CH:34][CH:33]=1. Product: [CH:17]([C:14]1[CH:13]=[CH:12][C:11]([CH:7]2[C:6]3[C:5]([CH3:20])=[C:4]([NH:21][C:22](=[O:28])[CH2:23][C:24]([CH3:26])([CH3:27])[CH3:25])[C:3]([CH3:29])=[C:2]([C:35]4[CH:36]=[CH:37][C:32]([O:31][CH3:30])=[CH:33][CH:34]=4)[C:10]=3[O:9][CH2:8]2)=[CH:16][CH:15]=1)([CH3:19])[CH3:18]. The catalyst class is: 195. (4) Reactant: [NH2:1][C:2]1[N:7]=[C:6]([C:8]2[C:13]([C:14]([F:17])([F:16])[F:15])=[CH:12][CH:11]=[CH:10][N:9]=2)[CH:5]=[CH:4][C:3]=1[C:18]([NH2:20])=[O:19].N1C=CC=CC=1.[CH2:27]([O:31][CH2:32][C:33](Cl)=O)[CH:28]([CH3:30])[CH3:29].[OH-].[Na+]. The catalyst class is: 1. Product: [CH2:27]([O:31][CH2:32][C:33]1[NH:20][C:18](=[O:19])[C:3]2[CH:4]=[CH:5][C:6]([C:8]3[C:13]([C:14]([F:17])([F:16])[F:15])=[CH:12][CH:11]=[CH:10][N:9]=3)=[N:7][C:2]=2[N:1]=1)[CH:28]([CH3:30])[CH3:29]. (5) Reactant: [F:1][C:2]1[C:3]([NH:16][C:17]2[CH:22]=[CH:21][C:20]([I:23])=[CH:19][C:18]=2[F:24])=[C:4]([NH:9][S:10]([CH:13]2[CH2:15][CH2:14]2)(=[O:12])=[O:11])[CH:5]=[CH:6][C:7]=1[F:8].[Li+].[CH3:26][Si]([N-][Si](C)(C)C)(C)C.CI. Product: [F:1][C:2]1[C:3]([NH:16][C:17]2[CH:22]=[CH:21][C:20]([I:23])=[CH:19][C:18]=2[F:24])=[C:4]([N:9]([CH3:26])[S:10]([CH:13]2[CH2:14][CH2:15]2)(=[O:12])=[O:11])[CH:5]=[CH:6][C:7]=1[F:8]. The catalyst class is: 1. (6) Product: [C:17]([C:14]1[C:13]2[CH2:12][CH2:11][CH2:10][CH2:9][C:8]=2[C:7]([C:22]([O:25][CH3:30])=[O:23])=[CH:16][CH:15]=1)(=[O:19])[CH3:18]. The catalyst class is: 140. Reactant: FC(F)(F)S(O[C:7]1[CH:16]=[CH:15][C:14]([C:17](=[O:19])[CH3:18])=[C:13]2[C:8]=1[CH2:9][CH2:10][CH2:11][CH2:12]2)(=O)=O.[C:22]([O-:25])([O-])=[O:23].[Na+].[Na+].[C]=O.[CH3:30]O.